Dataset: Retrosynthesis with 50K atom-mapped reactions and 10 reaction types from USPTO. Task: Predict the reactants needed to synthesize the given product. (1) The reactants are: CCOC(=O)c1cn2ncnc(Nc3ccc4c(cnn4Cc4cccc(F)c4)c3)c2c1C. Given the product Cc1c(C(=O)O)cn2ncnc(Nc3ccc4c(cnn4Cc4cccc(F)c4)c3)c12, predict the reactants needed to synthesize it. (2) The reactants are: CC(N)(CO)CO.ClC/C=C/c1ccc(C#Cc2ccc(-c3ccc(Cl)cc3)cn2)cc1. Given the product CC(CO)(CO)NC/C=C/c1ccc(C#Cc2ccc(-c3ccc(Cl)cc3)cn2)cc1, predict the reactants needed to synthesize it. (3) Given the product O=C(O)C(=O)CC(=O)c1ccc(-c2ccc(S)cc2)cc1, predict the reactants needed to synthesize it. The reactants are: CCOC(=O)C(=O)CC(=O)c1ccc(-c2ccc(S)cc2)cc1. (4) Given the product CCCCCCCC(O)=C1C(=O)N(C(C)=O)c2ccc(C(C)=O)cc21, predict the reactants needed to synthesize it. The reactants are: CC(=O)c1ccc2c(c1)CC(=O)N2C(C)=O.CCCCCCCC(=O)O. (5) Given the product O=c1cc(OCc2cccnn2)ccn1CCc1ccc(CO)cc1, predict the reactants needed to synthesize it. The reactants are: ClCc1cccnn1.O=c1cc(O)ccn1CCc1ccc(CO)cc1. (6) Given the product Cc1cc(-c2ncc[nH]2)ccc1N, predict the reactants needed to synthesize it. The reactants are: Cc1cc(-c2ncc[nH]2)ccc1[N+](=O)[O-]. (7) Given the product CCc1ccc(C(=O)N[C@H]2CC[C@H](CCN3CCCCC3c3coc4cccc-4c3)CC2)cc1, predict the reactants needed to synthesize it. The reactants are: CCc1ccc(C(=O)O)cc1.N[C@H]1CC[C@H](CCN2CCCCC2c2coc3cccc-3c2)CC1. (8) Given the product COC(=O)C(C)(C)N(CC(C)=O)C(=O)Cc1ccsc1, predict the reactants needed to synthesize it. The reactants are: COC(=O)C(C)(C)NCC(C)=O.O=C(O)Cc1ccsc1. (9) Given the product CCCCn1c(=O)n(Cc2ccccc2O[Si](C)(C)C(C)(C)C)c(=O)c2c1nc(Cc1ccc(NC(C)=O)cc1)n2COC(=O)C(C)(C)C, predict the reactants needed to synthesize it. The reactants are: CC(C)(C)[Si](C)(C)Oc1ccccc1CBr.CCCCn1c(=O)[nH]c(=O)c2c1nc(Cc1ccc(NC(C)=O)cc1)n2COC(=O)C(C)(C)C. (10) Given the product N#Cc1cc(N2CCCS2(=O)=O)ccc1C(=O)N1CCN(c2ncc(C3CC3)cc2C2CC2)CC1, predict the reactants needed to synthesize it. The reactants are: N#Cc1cc(Br)ccc1C(=O)N1CCN(c2ncc(C3CC3)cc2C2CC2)CC1.O=S1(=O)CCCN1.